Dataset: Reaction yield outcomes from USPTO patents with 853,638 reactions. Task: Predict the reaction yield, written as a fraction of the theoretical maximum amount of product (1.0 means a 100% yield; for example, 0.34 means a 34% yield). (1) The catalyst is C1COCC1. The reactants are COC1C=CC(P2(SP(C3C=CC(OC)=CC=3)(=S)S2)=[S:10])=CC=1.[Cl:23][C:24]1[C:41]([C:42]([F:45])([F:44])[F:43])=[CH:40][CH:39]=[CH:38][C:25]=1[CH2:26][N:27]1[CH:32]([CH:33]2[CH2:35][CH2:34]2)[CH2:31][NH:30][C:29](=O)[C:28]1=[O:37]. The product is [Cl:23][C:24]1[C:41]([C:42]([F:45])([F:44])[F:43])=[CH:40][CH:39]=[CH:38][C:25]=1[CH2:26][N:27]1[CH:32]([CH:33]2[CH2:35][CH2:34]2)[CH2:31][NH:30][C:29](=[S:10])[C:28]1=[O:37]. The yield is 0.860. (2) The reactants are [OH:1][C@H:2]([C:5]1[C:6]([F:16])=[C:7]([CH:13]=[CH:14][CH:15]=1)[C:8]([O:10][CH2:11][CH3:12])=[O:9])[CH2:3][OH:4].O.[C:18]1(C)[CH:23]=CC(S(O)(=O)=O)=C[CH:19]=1.C(=O)(O)[O-].[Na+]. The catalyst is COC(OC)(C)C. The product is [CH3:19][C:18]1([CH3:23])[O:1][C@H:2]([C:5]2[C:6]([F:16])=[C:7]([CH:13]=[CH:14][CH:15]=2)[C:8]([O:10][CH2:11][CH3:12])=[O:9])[CH2:3][O:4]1. The yield is 0.810.